From a dataset of Forward reaction prediction with 1.9M reactions from USPTO patents (1976-2016). Predict the product of the given reaction. (1) Given the reactants [CH:1]1([NH:4][C:5](=[O:17])[C:6]2[C:11]([C:12]([F:15])([F:14])[F:13])=[CH:10][C:9](I)=[N:8][CH:7]=2)[CH2:3][CH2:2]1.CC1(C)C(C)(C)OB(/[CH:26]=[CH:27]/[C:28]([O:30]CC)=[O:29])O1.C(=O)([O-])[O-].[Na+].[Na+], predict the reaction product. The product is: [CH:1]1([NH:4][C:5]([C:6]2[C:11]([C:12]([F:15])([F:14])[F:13])=[CH:10][C:9](/[CH:26]=[CH:27]/[C:28]([OH:30])=[O:29])=[N:8][CH:7]=2)=[O:17])[CH2:3][CH2:2]1. (2) The product is: [CH3:18][C:19]1[CH:20]=[CH:21][C:22]([S:25]([OH:28])(=[O:27])=[O:26])=[CH:23][CH:24]=1.[Cl:1][C:2]1[CH:3]=[C:4]([N:9]2[C@H:16]3[C@H:11]([CH2:12][CH2:13][NH:14][CH2:15]3)[CH2:10]2)[CH:5]=[N:6][C:7]=1[Cl:8]. Given the reactants [Cl:1][C:2]1[CH:3]=[C:4]([N:9]2[C@H:16]3[C@H:11]([CH2:12][CH2:13][NH:14][CH2:15]3)[CH2:10]2)[CH:5]=[N:6][C:7]=1[Cl:8].O.[CH3:18][C:19]1[CH:24]=[CH:23][C:22]([S:25]([OH:28])(=[O:27])=[O:26])=[CH:21][CH:20]=1, predict the reaction product.